This data is from Forward reaction prediction with 1.9M reactions from USPTO patents (1976-2016). The task is: Predict the product of the given reaction. (1) Given the reactants [Cl:1][C:2]1[CH:7]=[CH:6][C:5](/[CH:8]=[CH:9]/[C:10]([OH:12])=O)=[C:4]([CH2:13][C:14]2[O:15][C:16]([CH3:19])=[N:17][N:18]=2)[CH:3]=1.[CH3:20][C:21]1[O:22][C:23]([CH2:26][CH:27]2[CH2:32][CH2:31][NH:30][CH2:29][CH2:28]2)=[N:24][N:25]=1.CCN(C(C)C)C(C)C.C(P1(=O)OP(CCC)(=O)OP(CCC)(=O)O1)CC, predict the reaction product. The product is: [Cl:1][C:2]1[CH:7]=[CH:6][C:5](/[CH:8]=[CH:9]/[C:10]([N:30]2[CH2:31][CH2:32][CH:27]([CH2:26][C:23]3[O:22][C:21]([CH3:20])=[N:25][N:24]=3)[CH2:28][CH2:29]2)=[O:12])=[C:4]([CH2:13][C:14]2[O:15][C:16]([CH3:19])=[N:17][N:18]=2)[CH:3]=1. (2) Given the reactants [S:1]1[CH:5]=[CH:4][C:3]2[CH:6]=[C:7](B3OC(C)(C)C(C)(C)O3)[CH:8]=[CH:9][C:2]1=2.[C:19]1([CH3:29])[CH:24]=[CH:23][C:22]([S:25]([OH:28])(=[O:27])=[O:26])=[CH:21][CH:20]=1.C1(C)C=CC(S(O)(=O)=O)=CC=1.N1C=C([C:46]2[S:50][C:49]([O:51][C@@H:52]3[CH:59]4[CH2:60][N:55]5[CH2:56][CH:57]([CH2:61][CH:53]3[CH2:54]5)[CH2:58]4)=[N:48]C=2)C=N1.[NH3:62], predict the reaction product. The product is: [C:19]1([CH3:29])[CH:20]=[CH:21][C:22]([S:25]([OH:28])(=[O:26])=[O:27])=[CH:23][CH:24]=1.[S:1]1[C:2]2[CH:9]=[CH:8][C:7]([C:46]3[S:50][C:49]([O:51][C@@H:52]4[CH:59]5[CH2:60][N:55]6[CH2:56][CH:57]([CH2:61][CH:53]4[CH2:54]6)[CH2:58]5)=[N:48][N:62]=3)=[CH:6][C:3]=2[CH:4]=[CH:5]1. (3) Given the reactants Cl.O1CCOCC1.[CH2:8]([C@H:12]1[CH2:16][O:15]C(C)(C)[N:13]1[C:19]([O:21][C:22]([CH3:25])([CH3:24])[CH3:23])=[O:20])[CH:9]=[CH:10][CH3:11], predict the reaction product. The product is: [OH:15][CH2:16][C@@H:12]([NH:13][C:19](=[O:20])[O:21][C:22]([CH3:25])([CH3:24])[CH3:23])[CH2:8][CH:9]=[CH:10][CH3:11]. (4) The product is: [O:1]([CH2:8][CH2:9][O:10][S:19]([C:16]1[CH:15]=[CH:14][C:13]([CH:11]=[O:12])=[CH:18][CH:17]=1)(=[O:21])=[O:20])[C:2]1[CH:7]=[CH:6][CH:5]=[CH:4][CH:3]=1. Given the reactants [O:1]([CH2:8][CH2:9][OH:10])[C:2]1[CH:7]=[CH:6][CH:5]=[CH:4][CH:3]=1.[CH:11]([C:13]1[CH:18]=[CH:17][C:16]([S:19](Cl)(=[O:21])=[O:20])=[CH:15][CH:14]=1)=[O:12], predict the reaction product. (5) Given the reactants Cl[C:2]1C=CC(C(O)=O)=C(NS(C2C=CC(Cl)=C(C(F)(F)F)C=2)(=O)=O)C=1.Cl.C[N:28]1[CH2:35][CH2:34][CH2:33][C@H:29]1[C:30]([OH:32])=[O:31].C(N(CC)C(C)C)(C)C.CCCP1(OP(CCC)(=O)OP(CCC)(=O)O1)=O, predict the reaction product. The product is: [CH3:2][O:32][C:30]([CH:29]1[CH2:33][CH2:34][CH2:35][NH:28]1)=[O:31].